Dataset: Peptide-MHC class I binding affinity with 185,985 pairs from IEDB/IMGT. Task: Regression. Given a peptide amino acid sequence and an MHC pseudo amino acid sequence, predict their binding affinity value. This is MHC class I binding data. (1) The peptide sequence is TISWMMKLGI. The MHC is HLA-A02:02 with pseudo-sequence HLA-A02:02. The binding affinity (normalized) is 0.171. (2) The peptide sequence is EYADVFHLYL. The MHC is HLA-A23:01 with pseudo-sequence HLA-A23:01. The binding affinity (normalized) is 0.791.